Task: Predict the reactants needed to synthesize the given product.. Dataset: Full USPTO retrosynthesis dataset with 1.9M reactions from patents (1976-2016) (1) Given the product [NH:8]1[CH2:13][CH2:12][CH2:11][CH:10]([C:14]([OH:16])=[O:15])[CH2:9]1, predict the reactants needed to synthesize it. The reactants are: C(OC([N:8]1[CH2:13][CH2:12][CH2:11][CH:10]([C:14]([OH:16])=[O:15])[CH2:9]1)=O)(C)(C)C.C(O)(C(F)(F)F)=O. (2) The reactants are: [CH3:1][C:2]1[CH:7]=[CH:6][C:5]([NH:8][C:9](=[O:20])[C:10]2[CH:15]=[CH:14][CH:13]=[C:12]([C:16]([F:19])([F:18])[F:17])[CH:11]=2)=[CH:4][C:3]=1[C:21]1[CH:26]=[C:25]([N:27]2[CH2:32][CH2:31][O:30][CH2:29][CH2:28]2)[N:24]=[C:23](S(C)(=O)=O)[N:22]=1.[NH2:37][CH:38]([CH2:41][OH:42])[CH2:39][OH:40].[H-].[Na+]. Given the product [OH:40][CH2:39][CH:38]([NH:37][C:23]1[N:22]=[C:21]([C:3]2[CH:4]=[C:5]([NH:8][C:9](=[O:20])[C:10]3[CH:15]=[CH:14][CH:13]=[C:12]([C:16]([F:17])([F:18])[F:19])[CH:11]=3)[CH:6]=[CH:7][C:2]=2[CH3:1])[CH:26]=[C:25]([N:27]2[CH2:32][CH2:31][O:30][CH2:29][CH2:28]2)[N:24]=1)[CH2:41][OH:42], predict the reactants needed to synthesize it. (3) Given the product [N:10]1[O:9][N:8]=[C:7]2[CH:2]=[C:3]([C:23]3[C:16]([C:17]([NH:19][CH2:20][CH2:21][F:22])=[O:18])=[CH:15][N:14]=[CH:13][CH:12]=3)[CH:4]=[CH:5][C:6]=12, predict the reactants needed to synthesize it. The reactants are: Cl[C:2]1[C:7]2=[N:8][O:9][N:10]=[C:6]2[CH:5]=[CH:4][CH:3]=1.Br[C:12]1[CH:13]=[N:14][CH:15]=[C:16]([CH:23]=1)[C:17]([NH:19][CH2:20][CH2:21][F:22])=[O:18]. (4) Given the product [Cl:1][C:2]1[CH:7]=[CH:6][C:5]([N:8]2[N:9]=[C:17]([C:13]3[O:12][CH:16]=[CH:15][CH:14]=3)[O:18][C:21]2=[O:22])=[CH:4][CH:3]=1, predict the reactants needed to synthesize it. The reactants are: [Cl:1][C:2]1[CH:7]=[CH:6][C:5]([NH:8][NH2:9])=[CH:4][CH:3]=1.[Li+].[OH-].[O:12]1[CH:16]=[CH:15][CH:14]=[C:13]1[C:17](Cl)=[O:18].C[CH2:21][O:22]CC. (5) The reactants are: [C:1]([NH:4][C:5]1[CH:10]=[C:9]([CH2:11][O:12][C:13]2[CH:21]=[CH:20][CH:19]=[CH:18][C:14]=2[C:15]([OH:17])=O)[CH:8]=[CH:7][N:6]=1)(=[O:3])[CH3:2].[C:22]1([NH:28][C:29](=[O:32])[NH:30][NH2:31])[CH:27]=[CH:26][CH:25]=[CH:24][CH:23]=1.C(N(C(C)C)CC)(C)C.CN(C(ON1N=NC2C=CC(=CC1=2)Cl)=[N+](C)C)C.F[P-](F)(F)(F)(F)F.[OH-].[Na+]. Given the product [C:1]([NH:4][C:5]1[CH:10]=[C:9]([CH2:11][O:12][C:13]2[CH:21]=[CH:20][CH:19]=[CH:18][C:14]=2[C:15]([NH:31][NH:30][C:29]([NH:28][C:22]2[CH:23]=[CH:24][CH:25]=[CH:26][CH:27]=2)=[O:32])=[O:17])[CH:8]=[CH:7][N:6]=1)(=[O:3])[CH3:2], predict the reactants needed to synthesize it. (6) Given the product [Cl:18][C:19]1[CH:20]=[C:21]([C:29]2[S:33][C:32]([N:34]3[C:1]([CH3:2])=[C:4]4[CH2:5][N:6]([C:11]([O:13][C:14]([CH3:17])([CH3:16])[CH3:15])=[O:12])[CH2:7][CH2:8][C:9]4=[N:35]3)=[N:31][N:30]=2)[CH:22]=[CH:23][C:24]=1[O:25][CH:26]([CH3:28])[CH3:27], predict the reactants needed to synthesize it. The reactants are: [C:1]([CH:4]1[C:9](=O)[CH2:8][CH2:7][N:6]([C:11]([O:13][C:14]([CH3:17])([CH3:16])[CH3:15])=[O:12])[CH2:5]1)(=O)[CH3:2].[Cl:18][C:19]1[CH:20]=[C:21]([C:29]2[S:33][C:32](=[N:34][NH2:35])[NH:31][N:30]=2)[CH:22]=[CH:23][C:24]=1[O:25][CH:26]([CH3:28])[CH3:27].C(O)(=O)C. (7) Given the product [Br:1][C:2]1[CH:3]=[C:4]2[C:15]([CH2:23][C:22]([O:21][CH2:19][CH3:20])=[O:25])([OH:16])[C:14]3[C:9](=[CH:10][CH:11]=[C:12]([I:17])[CH:13]=3)[O:8][C:5]2=[N:6][CH:7]=1, predict the reactants needed to synthesize it. The reactants are: [Br:1][C:2]1[CH:3]=[C:4]2[C:15](=[O:16])[C:14]3[C:9](=[CH:10][CH:11]=[C:12]([I:17])[CH:13]=3)[O:8][C:5]2=[N:6][CH:7]=1.[Br-].[CH2:19]([O:21][C:22](=[O:25])[CH2:23][Zn+])[CH3:20]. (8) The reactants are: [Br-].O[C@@H]1CCC[N+](CC(=O)NC2C=CON=2)(C)C1.[CH3:19][N:20]1[CH2:25][CH2:24][CH:23]([OH:26])[CH2:22][CH2:21]1.[Br:27]CC(NC1C=CON=1)=O.Br[CH2:38][C:39]([NH:41][C:42]1[CH:47]=[N:46][CH:45]=[CH:44][N:43]=1)=[O:40]. Given the product [Br-:27].[OH:26][CH:23]1[CH2:24][CH2:25][N+:20]([CH3:19])([CH2:38][C:39](=[O:40])[NH:41][C:42]2[CH:47]=[N:46][CH:45]=[CH:44][N:43]=2)[CH2:21][CH2:22]1, predict the reactants needed to synthesize it.